Dataset: Reaction yield outcomes from USPTO patents with 853,638 reactions. Task: Predict the reaction yield, written as a fraction of the theoretical maximum amount of product (1.0 means a 100% yield; for example, 0.34 means a 34% yield). The reactants are Cl[CH2:2][CH2:3][O:4][C:5]1[CH:13]=[C:12]2[C:8]([C:9]([C:27]#[N:28])=[C:10]([C:16]3[CH:21]=[CH:20][C:19]([NH:22][S:23]([CH3:26])(=[O:25])=[O:24])=[CH:18][CH:17]=3)[N:11]2[CH2:14][CH3:15])=[CH:7][CH:6]=1.[NH:29]1[CH2:34][CH2:33][O:32][CH2:31][CH2:30]1.[Na+].[I-].C(N(C(C)C)CC)(C)C. The catalyst is CC#N.O. The product is [C:27]([C:9]1[C:8]2[C:12](=[CH:13][C:5]([O:4][CH2:3][CH2:2][N:29]3[CH2:34][CH2:33][O:32][CH2:31][CH2:30]3)=[CH:6][CH:7]=2)[N:11]([CH2:14][CH3:15])[C:10]=1[C:16]1[CH:21]=[CH:20][C:19]([NH:22][S:23]([CH3:26])(=[O:25])=[O:24])=[CH:18][CH:17]=1)#[N:28]. The yield is 0.410.